This data is from Catalyst prediction with 721,799 reactions and 888 catalyst types from USPTO. The task is: Predict which catalyst facilitates the given reaction. Reactant: [C:1]([O:5][C:6]([N:8]1[CH2:12][CH2:11][CH:10]([C:13]2[CH:21]=[CH:20][C:19]([C:22]([O:24][CH3:25])=[O:23])=[C:18]3[C:14]=2[CH:15]=[C:16]([CH3:33])[N:17]3C(OC(C)(C)C)=O)[CH2:9]1)=[O:7])([CH3:4])([CH3:3])[CH3:2]. Product: [C:1]([O:5][C:6]([N:8]1[CH2:12][CH2:11][CH:10]([C:13]2[CH:21]=[CH:20][C:19]([C:22]([O:24][CH3:25])=[O:23])=[C:18]3[C:14]=2[CH:15]=[C:16]([CH3:33])[NH:17]3)[CH2:9]1)=[O:7])([CH3:4])([CH3:3])[CH3:2]. The catalyst class is: 5.